From a dataset of Full USPTO retrosynthesis dataset with 1.9M reactions from patents (1976-2016). Predict the reactants needed to synthesize the given product. (1) Given the product [CH3:8][C:6]1[N:7]2[CH:24]=[CH:25][N:1]=[C:2]2[C:3]([C:17]2[CH:22]=[CH:21][CH:20]=[CH:19][CH:18]=2)=[C:4]([C:9]2[CH:16]=[CH:15][C:12]([CH:13]=[O:14])=[CH:11][CH:10]=2)[N:5]=1, predict the reactants needed to synthesize it. The reactants are: [NH2:1][C:2]1[N:7]=[C:6]([CH3:8])[N:5]=[C:4]([C:9]2[CH:16]=[CH:15][C:12]([CH:13]=[O:14])=[CH:11][CH:10]=2)[C:3]=1[C:17]1[CH:22]=[CH:21][CH:20]=[CH:19][CH:18]=1.Cl[CH2:24][CH:25]=O. (2) Given the product [Br-:2].[Mg+2:1].[Br-:16].[Br:5][CH2:4][CH2:3][C:14]([CH2:15][Br:16])=[CH2:11], predict the reactants needed to synthesize it. The reactants are: [Mg:1].[Br:2][CH2:3][CH2:4][Br:5].CS(O[C:11]1([CH2:14][CH2:15][Br:16])CC1)(=O)=O.[Br-].[Mg+2].[Br-].[Cl-].[NH4+]. (3) Given the product [CH:1]1([CH2:6][CH:7]([N:11]2[C:16](=[O:17])[CH:15]=[C:14]([O:18][C:19]3[CH:24]=[CH:23][CH:22]=[CH:21][C:20]=3[C:25]([F:28])([F:27])[F:26])[CH:13]=[N:12]2)[C:8]([NH:35][C:32]2[CH:33]=[CH:34][N:30]([CH3:29])[N:31]=2)=[O:10])[CH2:5][CH2:4][CH2:3][CH2:2]1, predict the reactants needed to synthesize it. The reactants are: [CH:1]1([CH2:6][CH:7]([N:11]2[C:16](=[O:17])[CH:15]=[C:14]([O:18][C:19]3[CH:24]=[CH:23][CH:22]=[CH:21][C:20]=3[C:25]([F:28])([F:27])[F:26])[CH:13]=[N:12]2)[C:8]([OH:10])=O)[CH2:5][CH2:4][CH2:3][CH2:2]1.[CH3:29][N:30]1[CH:34]=[CH:33][C:32]([NH2:35])=[N:31]1. (4) Given the product [C:2]([OH:14])(=[O:13])[CH2:3][C:4]([CH2:9][C:10]([OH:12])=[O:11])([C:6]([OH:8])=[O:7])[OH:5].[CH3:15][N:16]1[C:20]([CH:21]([C:27]2[CH:32]=[CH:31][CH:30]=[CH:29][CH:28]=2)[O:22][CH2:23][CH2:24][NH:25][CH3:26])=[CH:19][CH:18]=[N:17]1, predict the reactants needed to synthesize it. The reactants are: O.[C:2]([OH:14])(=[O:13])[CH2:3][C:4]([CH2:9][C:10]([OH:12])=[O:11])([C:6]([OH:8])=[O:7])[OH:5].[CH3:15][N:16]1[C:20]([CH:21]([C:27]2[CH:32]=[CH:31][CH:30]=[CH:29][CH:28]=2)[O:22][CH2:23][CH2:24][NH:25][CH3:26])=[CH:19][CH:18]=[N:17]1. (5) Given the product [F:1][C:2]1[CH:3]=[C:4]([C:10]2[CH2:16][C@H:15]3[N:12]([C:13](=[O:20])[C@@H:14]3[C@H:17]([OH:19])[CH3:18])[C:11]=2[C:21]([O:23][CH2:32][O:31][C:25](=[O:30])[C:26]([CH3:29])([CH3:28])[CH3:27])=[O:22])[CH:5]=[CH:6][C:7]=1[O:8][CH3:9], predict the reactants needed to synthesize it. The reactants are: [F:1][C:2]1[CH:3]=[C:4]([C:10]2[CH2:16][C@H:15]3[N:12]([C:13](=[O:20])[C@@H:14]3[C@H:17]([OH:19])[CH3:18])[C:11]=2[C:21]([O-:23])=[O:22])[CH:5]=[CH:6][C:7]=1[O:8][CH3:9].[Na+].[C:25]([O:31][CH2:32]I)(=[O:30])[C:26]([CH3:29])([CH3:28])[CH3:27].C(OCC)C. (6) Given the product [N:7]([C:8]1[N:9]=[C:10]([O:20][CH2:21][C:22]([F:25])([F:23])[F:24])[CH:11]=[C:12]([O:14][CH2:15][C:16]([F:18])([F:19])[F:17])[N:13]=1)=[C:2]=[O:3], predict the reactants needed to synthesize it. The reactants are: C(Cl)(=O)[C:2](Cl)=[O:3].[NH2:7][C:8]1[N:13]=[C:12]([O:14][CH2:15][C:16]([F:19])([F:18])[F:17])[CH:11]=[C:10]([O:20][CH2:21][C:22]([F:25])([F:24])[F:23])[N:9]=1.NC1N=CC=CN=1. (7) Given the product [C:27]([NH:30][NH:31][C:21](=[O:23])[C:20]1[CH:24]=[CH:25][C:17]([O:16][C:13]2[C:12]([CH3:26])=[N:11][N:10]([C:4]3[CH:5]=[CH:6][C:7]([C:8]#[N:9])=[C:2]([Cl:1])[CH:3]=3)[C:14]=2[CH3:15])=[CH:18][CH:19]=1)(=[O:29])[CH3:28], predict the reactants needed to synthesize it. The reactants are: [Cl:1][C:2]1[CH:3]=[C:4]([N:10]2[C:14]([CH3:15])=[C:13]([O:16][C:17]3[CH:25]=[CH:24][C:20]([C:21]([OH:23])=O)=[CH:19][CH:18]=3)[C:12]([CH3:26])=[N:11]2)[CH:5]=[CH:6][C:7]=1[C:8]#[N:9].[C:27]([NH:30][NH2:31])(=[O:29])[CH3:28]. (8) Given the product [Cl:41][C:35]1[CH:36]=[CH:37][CH:38]=[C:39]([Cl:40])[C:34]=1[CH2:33][C:6]1[C:5]2[N:42]=[CH:43][NH:44][C:4]=2[C:3]([C:1]([NH2:2])=[O:55])=[C:8]([NH:9][C:10]2[CH:15]=[CH:14][C:13]([N:16]3[CH2:17][CH2:18][NH:19][CH2:20][CH2:21]3)=[CH:12][C:11]=2[C:29]([F:31])([F:32])[F:30])[N:7]=1, predict the reactants needed to synthesize it. The reactants are: [C:1]([C:3]1[C:4]2[N:44](COCC[Si](C)(C)C)[CH:43]=[N:42][C:5]=2[C:6]([CH2:33][C:34]2[C:39]([Cl:40])=[CH:38][CH:37]=[CH:36][C:35]=2[Cl:41])=[N:7][C:8]=1[NH:9][C:10]1[CH:15]=[CH:14][C:13]([N:16]2[CH2:21][CH2:20][N:19](C(OC(C)(C)C)=O)[CH2:18][CH2:17]2)=[CH:12][C:11]=1[C:29]([F:32])([F:31])[F:30])#[N:2].O.C(=O)(O)[O-:55].[Na+].